This data is from Catalyst prediction with 721,799 reactions and 888 catalyst types from USPTO. The task is: Predict which catalyst facilitates the given reaction. (1) Reactant: [N+:1]([O-:4])(O)=[O:2].[C:5]([NH:8][C:9]1[CH:17]=[CH:16][C:12]([C:13]([OH:15])=[O:14])=[C:11]([OH:18])[CH:10]=1)(=[O:7])[CH3:6]. Product: [C:5]([NH:8][C:9]1[C:17]([N+:1]([O-:4])=[O:2])=[CH:16][C:12]([C:13]([OH:15])=[O:14])=[C:11]([OH:18])[CH:10]=1)(=[O:7])[CH3:6]. The catalyst class is: 67. (2) Product: [F:1][C:2]1[CH:3]=[C:4]([C:8]([C:13]2[NH:21][C:16]3=[N:17][CH:18]=[CH:19][CH:20]=[C:15]3[CH:14]=2)=[CH:9][CH:10]([CH3:12])[CH3:11])[CH:5]=[CH:6][CH:7]=1. The catalyst class is: 199. Reactant: [F:1][C:2]1[CH:3]=[C:4]([C:8]([C:13]2[N:21](S(C3C=CC=CC=3)(=O)=O)[C:16]3=[N:17][CH:18]=[CH:19][CH:20]=[C:15]3[CH:14]=2)=[CH:9][CH:10]([CH3:12])[CH3:11])[CH:5]=[CH:6][CH:7]=1.[OH-].[Na+]. (3) Reactant: [CH3:1][C:2]1[CH:3]=[C:4]([CH:23]=[C:24]([CH3:26])[CH:25]=1)[O:5][C:6]1[CH:13]=[CH:12][C:9]([C:10]#[N:11])=[CH:8][C:7]=1[S:14]([N:17]1[CH2:22][CH2:21][NH:20][CH2:19][CH2:18]1)(=[O:16])=[O:15].[C:27](Cl)(=[O:30])[CH2:28][CH3:29].C(N(CC)CC)C. Product: [CH3:26][C:24]1[CH:23]=[C:4]([CH:3]=[C:2]([CH3:1])[CH:25]=1)[O:5][C:6]1[CH:13]=[CH:12][C:9]([C:10]#[N:11])=[CH:8][C:7]=1[S:14]([N:17]1[CH2:22][CH2:21][N:20]([C:27](=[O:30])[CH2:28][CH3:29])[CH2:19][CH2:18]1)(=[O:16])=[O:15]. The catalyst class is: 2.